Dataset: Forward reaction prediction with 1.9M reactions from USPTO patents (1976-2016). Task: Predict the product of the given reaction. (1) The product is: [CH3:38][O:37][C:34]1[CH:33]=[CH:32][C:31]([CH2:30][N:8]([CH2:7][C:6]2[CH:5]=[CH:4][C:3]([O:2][CH3:1])=[CH:40][CH:39]=2)[C:9]2[N:10]=[CH:11][C:12]([C:15]3[C:16]4[CH2:29][CH2:28][N:27]([C:42]5[CH:47]=[N:46][CH:45]=[C:44]([S:48]([N:51]6[CH2:52][CH2:53][O:54][CH2:55][CH2:56]6)(=[O:50])=[O:49])[CH:43]=5)[C:17]=4[N:18]=[C:19]([N:21]4[CH2:26][CH2:25][O:24][CH2:23][CH2:22]4)[N:20]=3)=[CH:13][N:14]=2)=[CH:36][CH:35]=1. Given the reactants [CH3:1][O:2][C:3]1[CH:40]=[CH:39][C:6]([CH2:7][N:8]([CH2:30][C:31]2[CH:36]=[CH:35][C:34]([O:37][CH3:38])=[CH:33][CH:32]=2)[C:9]2[N:14]=[CH:13][C:12]([C:15]3[C:16]4[CH2:29][CH2:28][NH:27][C:17]=4[N:18]=[C:19]([N:21]4[CH2:26][CH2:25][O:24][CH2:23][CH2:22]4)[N:20]=3)=[CH:11][N:10]=2)=[CH:5][CH:4]=1.Br[C:42]1[CH:43]=[C:44]([S:48]([N:51]2[CH2:56][CH2:55][O:54][CH2:53][CH2:52]2)(=[O:50])=[O:49])[CH:45]=[N:46][CH:47]=1, predict the reaction product. (2) Given the reactants [CH2:1]([N:3]([CH2:15][CH3:16])[CH2:4][CH2:5][O:6][C:7]1[CH:12]=[CH:11][C:10]([C:13]#[CH:14])=[CH:9][CH:8]=1)[CH3:2].Br[C:18]1[CH:23]=[CH:22][C:21]([Br:24])=[CH:20][N:19]=1.C(N(C(C)C)C(C)C)C.C(NC(C)C)(C)C, predict the reaction product. The product is: [Br:24][C:21]1[CH:22]=[CH:23][C:18]([C:14]#[C:13][C:10]2[CH:9]=[CH:8][C:7]([O:6][CH2:5][CH2:4][N:3]([CH2:1][CH3:2])[CH2:15][CH3:16])=[CH:12][CH:11]=2)=[N:19][CH:20]=1. (3) Given the reactants C([Li])(C)(C)C.CCCCC.Br[C:12]1[CH:13]=[CH:14][C:15]([O:18][CH2:19][CH2:20][CH3:21])=[N:16][CH:17]=1.[C:22]([Si:26]([CH3:38])([CH3:37])[O:27][CH2:28][CH:29]=[N:30][S@@:31]([C:33]([CH3:36])([CH3:35])[CH3:34])=[O:32])([CH3:25])([CH3:24])[CH3:23], predict the reaction product. The product is: [C:22]([Si:26]([CH3:38])([CH3:37])[O:27][CH2:28][C@H:29]([NH:30][S@@:31]([C:33]([CH3:36])([CH3:35])[CH3:34])=[O:32])[C:12]1[CH:17]=[N:16][C:15]([O:18][CH2:19][CH2:20][CH3:21])=[CH:14][CH:13]=1)([CH3:25])([CH3:24])[CH3:23]. (4) The product is: [CH3:1][O:2][CH2:3][CH2:4][O:5][C:6]1[CH:7]=[C:8]2[C:9](=[CH:10][C:11]=1[O:12][CH2:13][CH2:14][O:15][CH3:16])[NH:17][C:18](=[O:42])[N:19]=[CH:20]2.[C:4]([Cl:31])(=[O:5])[C:3]([Cl:30])=[O:2]. Given the reactants [CH3:1][O:2][CH2:3][CH2:4][O:5][C:6]1[CH:7]=[C:8]2[C:20](NC3C=CC=C(C#C)C=3)=[N:19][CH:18]=[N:17][C:9]2=[CH:10][C:11]=1[O:12][CH2:13][CH2:14][O:15][CH3:16].[ClH:30].[Cl:31]C1C2C(=CC(OCCOC)=C([O:42]CCOC)C=2)N=CN=1, predict the reaction product. (5) The product is: [C:23]([O:26][C@@H:27]([C:29]1[N:34]=[C:33]([N:10]2[CH2:11][CH2:12][C:7](=[CH:6][C:5]3[CH:13]=[CH:14][CH:15]=[C:3]([Cl:2])[CH:4]=3)[CH2:8][CH2:9]2)[CH:32]=[CH:31][N:30]=1)[CH3:28])(=[O:25])[CH2:24][CH2:16][CH3:17]. Given the reactants Cl.[Cl:2][C:3]1[CH:4]=[C:5]([CH:13]=[CH:14][CH:15]=1)[CH:6]=[C:7]1[CH2:12][CH2:11][NH:10][CH2:9][CH2:8]1.[CH2:16](N(CC)CC)[CH3:17].[C:23]([O:26][C@@H:27]([C:29]1[N:34]=[C:33](Cl)[CH:32]=[CH:31][N:30]=1)[CH3:28])(=[O:25])[CH3:24], predict the reaction product. (6) Given the reactants [Si:1]([O:8][CH:9]1[C:13]2([CH2:15][CH2:14]2)[C:12](=[O:16])[NH:11][C@H:10]1[CH3:17])([C:4]([CH3:7])([CH3:6])[CH3:5])([CH3:3])[CH3:2].Br[C:19]1[CH:26]=[CH:25][C:22]([C:23]#[N:24])=[C:21]([Cl:27])[CH:20]=1.C(=O)([O-])[O-].[Cs+].[Cs+].C1(P(C2C=CC=CC=2)C2C3OC4C(=CC=CC=4P(C4C=CC=CC=4)C4C=CC=CC=4)C(C)(C)C=3C=CC=2)C=CC=CC=1, predict the reaction product. The product is: [Si:1]([O:8][C@H:9]1[C:13]2([CH2:14][CH2:15]2)[C:12](=[O:16])[N:11]([C:19]2[CH:26]=[CH:25][C:22]([C:23]#[N:24])=[C:21]([Cl:27])[CH:20]=2)[C@H:10]1[CH3:17])([C:4]([CH3:7])([CH3:6])[CH3:5])([CH3:3])[CH3:2].[Si:1]([O:8][C@@H:9]1[C:13]2([CH2:14][CH2:15]2)[C:12](=[O:16])[N:11]([C:19]2[CH:26]=[CH:25][C:22]([C:23]#[N:24])=[C:21]([Cl:27])[CH:20]=2)[C@H:10]1[CH3:17])([C:4]([CH3:7])([CH3:6])[CH3:5])([CH3:3])[CH3:2]. (7) Given the reactants [C:1]([N:8]1[CH2:13][CH2:12][NH:11][CH2:10][CH2:9]1)([O:3][C:4]([CH3:7])([CH3:6])[CH3:5])=[O:2].C([O-])([O-])=O.[K+].[K+].Br[CH2:21][CH2:22][O:23][CH3:24], predict the reaction product. The product is: [C:1]([N:8]1[CH2:9][CH2:10][N:11]([CH2:21][CH2:22][O:23][CH3:24])[CH2:12][CH2:13]1)([O:3][C:4]([CH3:7])([CH3:6])[CH3:5])=[O:2]. (8) Given the reactants [CH3:1][C:2](=[CH2:10])[CH2:3][CH2:4][CH2:5][CH2:6][C:7](O)=[O:8].C(Cl)(=O)C([Cl:14])=O, predict the reaction product. The product is: [CH3:1][C:2](=[CH2:10])[CH2:3][CH2:4][CH2:5][CH2:6][C:7]([Cl:14])=[O:8]. (9) Given the reactants [CH3:1][C:2]1[CH:11]=[C:10]([N+:12]([O-:14])=[O:13])[CH:9]=[CH:8][C:3]=1[C:4]([O:6][CH3:7])=[O:5].[Br:15]N1C(=O)CCC1=O.C(OOC(=O)C1C=CC=CC=1)(=O)C1C=CC=CC=1.Cl, predict the reaction product. The product is: [Br:15][CH2:1][C:2]1[CH:11]=[C:10]([N+:12]([O-:14])=[O:13])[CH:9]=[CH:8][C:3]=1[C:4]([O:6][CH3:7])=[O:5]. (10) Given the reactants FC1C=C(N)C=CC=1OCC1C=CC=C(F)C=1.[F:18][C:19]1[CH:24]=[C:23]([O:25][CH2:26][C:27]2[CH:32]=[CH:31][CH:30]=[C:29]([F:33])[CH:28]=2)[CH:22]=[CH:21][C:20]=1[N+:34]([O-])=O, predict the reaction product. The product is: [F:18][C:19]1[CH:24]=[C:23]([O:25][CH2:26][C:27]2[CH:32]=[CH:31][CH:30]=[C:29]([F:33])[CH:28]=2)[CH:22]=[CH:21][C:20]=1[NH2:34].